Dataset: Reaction yield outcomes from USPTO patents with 853,638 reactions. Task: Predict the reaction yield, written as a fraction of the theoretical maximum amount of product (1.0 means a 100% yield; for example, 0.34 means a 34% yield). (1) The reactants are C(=O)([O-])[O-].[K+].[K+].[CH2:7](I)[CH3:8].[OH:10][C:11]1[CH:16]=[C:15]([OH:17])[CH:14]=[CH:13][C:12]=1[C:18](=[O:20])[CH3:19]. The catalyst is CN(C=O)C. The product is [CH2:7]([O:17][C:15]1[CH:14]=[CH:13][C:12]([C:18](=[O:20])[CH3:19])=[C:11]([OH:10])[CH:16]=1)[CH3:8]. The yield is 0.630. (2) The yield is 0.970. The reactants are [CH2:1]([O:5][C:6]1[CH:13]=[CH:12][C:11]([O:14][C:15]([F:18])([F:17])[F:16])=[CH:10][C:7]=1[CH:8]=[O:9])[CH:2]([CH3:4])[CH3:3].[BH4-].[Na+]. The product is [CH2:1]([O:5][C:6]1[CH:13]=[CH:12][C:11]([O:14][C:15]([F:18])([F:17])[F:16])=[CH:10][C:7]=1[CH2:8][OH:9])[CH:2]([CH3:4])[CH3:3]. The catalyst is CO. (3) The reactants are [NH2:1][C:2]1[CH:10]=[CH:9][C:8]([N+:11]([O-:13])=[O:12])=[CH:7][C:3]=1[C:4]([NH2:6])=[O:5].[OH:14][C:15]1[C:22]([CH3:23])=[CH:21][C:18]([CH:19]=O)=[CH:17][C:16]=1[CH3:24].S(=O)(O)[O-].[Na+].O.C1(C)C=CC(S(O)(=O)=O)=CC=1. The catalyst is O.CN(C)C(=O)C. The product is [OH:14][C:15]1[C:22]([CH3:23])=[CH:21][C:18]([C:19]2[NH:6][C:4](=[O:5])[C:3]3[C:2](=[CH:10][CH:9]=[C:8]([N+:11]([O-:13])=[O:12])[CH:7]=3)[N:1]=2)=[CH:17][C:16]=1[CH3:24]. The yield is 0.190. (4) The reactants are [CH2:1]([N:3]1[C:11]2[C:6](=[CH:7][CH:8]=[C:9]([C:12]([F:15])([F:14])[F:13])[CH:10]=2)[C:5]([C:16]#[N:17])=[C:4]1[N:18]1[CH2:23][CH2:22][NH:21][CH2:20][CH2:19]1)[CH3:2].N1C=CC=CC=1.[CH:30]1([S:33](Cl)(=[O:35])=[O:34])[CH2:32][CH2:31]1. The catalyst is ClCCl. The product is [CH:30]1([S:33]([N:21]2[CH2:20][CH2:19][N:18]([C:4]3[N:3]([CH2:1][CH3:2])[C:11]4[C:6]([C:5]=3[C:16]#[N:17])=[CH:7][CH:8]=[C:9]([C:12]([F:14])([F:15])[F:13])[CH:10]=4)[CH2:23][CH2:22]2)(=[O:35])=[O:34])[CH2:32][CH2:31]1. The yield is 0.700. (5) The reactants are Br[C:2]1[CH:7]=[CH:6][CH:5]=[C:4]([F:8])[C:3]=1[O:9][CH3:10].[CH2:11]1[CH2:15][O:14][CH2:13][CH2:12]1.C([Mg]Cl)(C)C.C1(=O)CCC1. The catalyst is CCOCC. The yield is 0.490. The product is [F:8][C:4]1[C:3]([O:9][CH3:10])=[C:2]([C:15]2([OH:14])[CH2:11][CH2:12][CH2:13]2)[CH:7]=[CH:6][CH:5]=1. (6) The reactants are [CH3:1][C:2]1[CH:11]=[CH:10][CH:9]=[C:8]2[C:3]=1[CH:4]=[CH:5][NH:6][C:7]2=[O:12].[Br:13]Br.CCOCC. The catalyst is C(Cl)Cl. The product is [Br:13][C:4]1[C:3]2[C:8](=[CH:9][CH:10]=[CH:11][C:2]=2[CH3:1])[C:7](=[O:12])[NH:6][CH:5]=1. The yield is 0.670. (7) The reactants are [Cl:1][C:2]1[CH:7]=[CH:6][CH:5]=[CH:4][C:3]=1[CH2:8][C:9]([NH:11][NH2:12])=O.[CH3:13][C:14]1[CH:15]=[C:16]([N:20]=[C:21]=[S:22])[CH:17]=[CH:18][CH:19]=1. No catalyst specified. The product is [Cl:1][C:2]1[CH:7]=[CH:6][CH:5]=[CH:4][C:3]=1[CH2:8][C:9]1[N:20]([C:16]2[CH:17]=[CH:18][CH:19]=[C:14]([CH3:13])[CH:15]=2)[C:21](=[S:22])[NH:12][N:11]=1. The yield is 0.720. (8) The reactants are [CH3:1][O:2][C:3]1[C:8]([NH:9][C:10](=[O:29])[C@@H:11]([NH:19][C:20]2([C:23]3[CH:28]=[CH:27][CH:26]=[CH:25][N:24]=3)[CH2:22][CH2:21]2)[CH2:12][C:13]2[CH:18]=[CH:17][CH:16]=[CH:15][CH:14]=2)=[CH:7][C:6]([C:30]2[N:34](C3CCCCO3)[N:33]=[CH:32][CH:31]=2)=[CH:5][N:4]=1.C(O)(C(F)(F)F)=O. The catalyst is C(Cl)Cl. The product is [CH3:1][O:2][C:3]1[C:8]([NH:9][C:10](=[O:29])[C@@H:11]([NH:19][C:20]2([C:23]3[CH:28]=[CH:27][CH:26]=[CH:25][N:24]=3)[CH2:21][CH2:22]2)[CH2:12][C:13]2[CH:14]=[CH:15][CH:16]=[CH:17][CH:18]=2)=[CH:7][C:6]([C:30]2[NH:34][N:33]=[CH:32][CH:31]=2)=[CH:5][N:4]=1. The yield is 0.440.